This data is from Forward reaction prediction with 1.9M reactions from USPTO patents (1976-2016). The task is: Predict the product of the given reaction. (1) Given the reactants [CH:1]1([C@H:4]([NH:6][C:7]2[N:12]=[C:11]([NH:13][C@@H:14]([CH:16]3[CH2:18][CH2:17]3)[CH3:15])[N:10]=[C:9]([C:19]3[CH:24]=[CH:23][CH:22]=[C:21]([NH:25]CC4C=CC(OC)=CC=4)[N:20]=3)[N:8]=2)[CH3:5])[CH2:3][CH2:2]1, predict the reaction product. The product is: [NH2:25][C:21]1[N:20]=[C:19]([C:9]2[N:10]=[C:11]([NH:13][C@@H:14]([CH:16]3[CH2:18][CH2:17]3)[CH3:15])[N:12]=[C:7]([NH:6][C@@H:4]([CH:1]3[CH2:3][CH2:2]3)[CH3:5])[N:8]=2)[CH:24]=[CH:23][CH:22]=1. (2) Given the reactants [CH3:1][C:2]1[N:10]=[CH:9][CH:8]=[CH:7][C:3]=1[C:4]([OH:6])=O.C([N-]C(C)C)(C)C.[Li+].[C:19](#[N:28])[C:20]1[CH:27]=[CH:26][C:23]([C:24]#[N:25])=[CH:22][CH:21]=1.O, predict the reaction product. The product is: [C:24]([C:23]1[CH:26]=[CH:27][C:20]([C:19]2[N:28]=[C:4]([OH:6])[C:3]3[CH:7]=[CH:8][CH:9]=[N:10][C:2]=3[CH:1]=2)=[CH:21][CH:22]=1)#[N:25].